Dataset: Catalyst prediction with 721,799 reactions and 888 catalyst types from USPTO. Task: Predict which catalyst facilitates the given reaction. (1) Reactant: [C:1]([CH:4]1[NH:9][CH2:8][CH2:7][N:6]([S:10]([C:13]2[S:14][CH:15]=[CH:16][CH:17]=2)(=[O:12])=[O:11])[CH2:5]1)#[C:2][CH3:3].Cl[C:19]1[N:24]=[CH:23][C:22]([C:25]([OH:31])([CH3:30])[C:26]([F:29])([F:28])[F:27])=[CH:21][N:20]=1.CCN(C(C)C)C(C)C. Product: [F:29][C:26]([F:27])([F:28])[C:25]([C:22]1[CH:23]=[N:24][C:19]([N:9]2[CH2:8][CH2:7][N:6]([S:10]([C:13]3[S:14][CH:15]=[CH:16][CH:17]=3)(=[O:12])=[O:11])[CH2:5][CH:4]2[C:1]#[C:2][CH3:3])=[N:20][CH:21]=1)([OH:31])[CH3:30]. The catalyst class is: 12. (2) Reactant: [CH3:1][NH:2][C:3]([C:5]1[CH:10]=[C:9]([O:11][C:12]2[CH:31]=[CH:30][C:15]3[N:16]=[C:17]([NH:19][CH2:20][C:21]4([C:27](O)=[O:28])[CH2:26][CH2:25][CH2:24][CH2:23][CH2:22]4)[O:18][C:14]=3[CH:13]=2)[CH:8]=[CH:7][N:6]=1)=[O:4].C[CH2:33][N:34](C(C)C)C(C)C.F[P-](F)(F)(F)(F)F.CN(C(=[N+](C)C)ON1C2=NC=CC=C2N=N1)C.CN.C1COCC1. Product: [CH3:1][NH:2][C:3]([C:5]1[CH:10]=[C:9]([O:11][C:12]2[CH:31]=[CH:30][C:15]3[N:16]=[C:17]([NH:19][CH2:20][C:21]4([C:27](=[O:28])[NH:34][CH3:33])[CH2:22][CH2:23][CH2:24][CH2:25][CH2:26]4)[O:18][C:14]=3[CH:13]=2)[CH:8]=[CH:7][N:6]=1)=[O:4]. The catalyst class is: 39. (3) Reactant: [CH3:1][C:2]1([CH3:22])[C:6]([CH3:8])([CH3:7])[O:5][B:4]([C:9]2[CH:14]=[CH:13][C:12]([CH:15]=[CH:16][C:17]([O:19][CH2:20][CH3:21])=[O:18])=[CH:11][CH:10]=2)[O:3]1. Product: [CH3:7][C:6]1([CH3:8])[C:2]([CH3:1])([CH3:22])[O:3][B:4]([C:9]2[CH:14]=[CH:13][C:12]([CH2:15][CH2:16][C:17]([O:19][CH2:20][CH3:21])=[O:18])=[CH:11][CH:10]=2)[O:5]1. The catalyst class is: 19. (4) Reactant: F[C:2]1[CH:26]=[CH:25][C:5]([C:6]([NH:8][C:9]([NH:11][C:12](=[O:24])[C:13]2[CH:18]=[CH:17][C:16](F)=[C:15]([C:20]([F:23])([F:22])[F:21])[CH:14]=2)=[NH:10])=[O:7])=[CH:4][C:3]=1[C:27]([F:30])([F:29])[F:28].[NH:31]1[CH:35]=[CH:34][N:33]=[CH:32]1.C(=O)([O-])[O-].[K+].[K+]. Product: [N:31]1([C:16]2[CH:17]=[CH:18][C:13]([C:12]([NH:11][C:9]([NH:8][C:6](=[O:7])[C:5]3[CH:25]=[CH:26][C:2]([N:31]4[CH:35]=[CH:34][N:33]=[CH:32]4)=[C:3]([C:27]([F:30])([F:29])[F:28])[CH:4]=3)=[NH:10])=[O:24])=[CH:14][C:15]=2[C:20]([F:21])([F:23])[F:22])[CH:35]=[CH:34][N:33]=[CH:32]1. The catalyst class is: 3. (5) Reactant: [C:1]([NH2:9])(=[O:8])[C:2]1[CH:7]=[CH:6][CH:5]=[CH:4][CH:3]=1.[H-].[Na+].[Br:12][C:13]1[CH:18]=[CH:17][C:16]([S:19](Cl)(=[O:21])=[O:20])=[CH:15][CH:14]=1. Product: [C:1]([NH:9][S:19]([C:16]1[CH:17]=[CH:18][C:13]([Br:12])=[CH:14][CH:15]=1)(=[O:21])=[O:20])(=[O:8])[C:2]1[CH:7]=[CH:6][CH:5]=[CH:4][CH:3]=1. The catalyst class is: 355.